From a dataset of Forward reaction prediction with 1.9M reactions from USPTO patents (1976-2016). Predict the product of the given reaction. (1) Given the reactants [CH3:1][S:2][C:3]1[CH:8]=[CH:7][C:6]([C:9]2[O:13][N:12]=[CH:11][C:10]=2[CH2:14][CH2:15][C:16](OC)=[O:17])=[CH:5][CH:4]=1.[H-].C([Al+]CC(C)C)C(C)C.Cl, predict the reaction product. The product is: [CH3:1][S:2][C:3]1[CH:4]=[CH:5][C:6]([C:9]2[O:13][N:12]=[CH:11][C:10]=2[CH2:14][CH2:15][CH2:16][OH:17])=[CH:7][CH:8]=1. (2) Given the reactants C1(C(C2C=CC=CC=2)[N:8]2[CH2:11][C:10]([N:13]3[CH2:18][CH2:17][O:16][CH2:15][CH2:14]3)([CH3:12])[CH2:9]2)C=CC=CC=1.[ClH:25], predict the reaction product. The product is: [ClH:25].[ClH:25].[CH3:12][C:10]1([N:13]2[CH2:18][CH2:17][O:16][CH2:15][CH2:14]2)[CH2:9][NH:8][CH2:11]1. (3) Given the reactants [NH:1]1[C:9]2[C:4](=[CH:5][CH:6]=[CH:7][CH:8]=2)[C:3]([C:10]([OH:12])=[O:11])=[N:2]1.[N+:13]([O-])([OH:15])=[O:14].O, predict the reaction product. The product is: [N+:13]([C:6]1[CH:5]=[C:4]2[C:9](=[CH:8][CH:7]=1)[NH:1][N:2]=[C:3]2[C:10]([OH:12])=[O:11])([O-:15])=[O:14]. (4) Given the reactants [CH3:1][O:2][C:3]1[CH:8]=[C:7]([N:9]2[CH2:14][CH2:13][O:12][CH2:11][CH2:10]2)[C:6]([N+:15]([O-])=O)=[CH:5][C:4]=1[NH:18][C:19]1[N:24]=[C:23]([N:25]2[CH:29]=[C:28]([CH:30]=O)[C:27]([CH3:32])=[N:26]2)[CH:22]=[CH:21][N:20]=1.Cl.[F:34][CH:35]1[CH2:38][NH:37][CH2:36]1, predict the reaction product. The product is: [F:34][CH:35]1[CH2:38][N:37]([CH2:30][C:28]2[C:27]([CH3:32])=[N:26][N:25]([C:23]3[CH:22]=[CH:21][N:20]=[C:19]([NH:18][C:4]4[C:3]([O:2][CH3:1])=[CH:8][C:7]([N:9]5[CH2:14][CH2:13][O:12][CH2:11][CH2:10]5)=[C:6]([NH:15][C:3](=[O:2])[CH:4]=[CH2:5])[CH:5]=4)[N:24]=3)[CH:29]=2)[CH2:36]1. (5) Given the reactants [Cl:1][C:2]1[CH:7]=[CH:6][C:5]([C:8]2[C:14]3[CH:15]=[C:16]([O:19][CH2:20][C:21](=[O:29])[NH:22][C:23]4[CH:28]=[CH:27][CH:26]=[CH:25][CH:24]=4)[CH:17]=[CH:18][C:13]=3[N:12]3[C:30]([CH3:33])=[N:31][N:32]=[C:11]3[C@H:10]([CH2:34][C:35]([NH:37][CH2:38][CH3:39])=[O:36])[N:9]=2)=[CH:4][CH:3]=1.NC1C=C([B:47]([OH:49])[OH:48])C=CC=1, predict the reaction product. The product is: [Cl:1][C:2]1[CH:7]=[CH:6][C:5]([C:8]2[C:14]3[CH:15]=[C:16]([O:19][CH2:20][C:21]([NH:22][C:23]4[CH:28]=[C:27]([B:47]([OH:49])[OH:48])[CH:26]=[CH:25][CH:24]=4)=[O:29])[CH:17]=[CH:18][C:13]=3[N:12]3[C:30]([CH3:33])=[N:31][N:32]=[C:11]3[C@H:10]([CH2:34][C:35]([NH:37][CH2:38][CH3:39])=[O:36])[N:9]=2)=[CH:4][CH:3]=1. (6) Given the reactants [F:1][C:2]1[CH:3]=[CH:4][C:5]([O:30][CH3:31])=[C:6]([C:8]2[C:9]3[CH:16]=[C:15]([C:17]4[CH2:22][CH2:21][N:20](C(OC(C)(C)C)=O)[CH2:19][CH:18]=4)[NH:14][C:10]=3[N:11]=[CH:12][N:13]=2)[CH:7]=1.FC(F)(F)C(O)=O, predict the reaction product. The product is: [F:1][C:2]1[CH:3]=[CH:4][C:5]([O:30][CH3:31])=[C:6]([C:8]2[C:9]3[CH:16]=[C:15]([C:17]4[CH2:22][CH2:21][NH:20][CH2:19][CH:18]=4)[NH:14][C:10]=3[N:11]=[CH:12][N:13]=2)[CH:7]=1. (7) Given the reactants C(=O)([O-])[O-].[K+].[K+].[CH3:7]I.[Cl:9][C:10]1[CH:11]=[C:12]2[C:16](=[CH:17][CH:18]=1)[NH:15][N:14]=[C:13]2[C:19]#[N:20], predict the reaction product. The product is: [Cl:9][C:10]1[CH:11]=[C:12]2[C:16](=[CH:17][CH:18]=1)[N:15]([CH3:7])[N:14]=[C:13]2[C:19]#[N:20]. (8) Given the reactants [NH2:1][C:2]1[CH:7]=[CH:6][C:5]([Cl:8])=[CH:4][C:3]=1[C:9]([C:11]1[CH:16]=[C:15]([Cl:17])[CH:14]=[CH:13][C:12]=1[Cl:18])=[O:10].[BH4-].[Na+], predict the reaction product. The product is: [NH2:1][C:2]1[CH:7]=[CH:6][C:5]([Cl:8])=[CH:4][C:3]=1[CH:9]([C:11]1[CH:16]=[C:15]([Cl:17])[CH:14]=[CH:13][C:12]=1[Cl:18])[OH:10]. (9) Given the reactants [NH2:1][CH2:2][CH2:3][O:4][C:5]1[CH:10]=[CH:9][C:8]([NH:11][C:12](=[O:21])[C:13]2[CH:18]=[CH:17][CH:16]=[C:15]([O:19][CH3:20])[CH:14]=2)=[CH:7][C:6]=1[C:22]1[N:26]([CH3:27])[N:25]=[CH:24][CH:23]=1.C([NH:35][C:36](NC(OC(C)(C)C)=O)=[N:37]S(C(F)(F)F)(=O)=O)(OC(C)(C)C)=O.C(N(CC)CC)C.C(O)(C(F)(F)F)=O, predict the reaction product. The product is: [NH:1]([CH2:2][CH2:3][O:4][C:5]1[CH:10]=[CH:9][C:8]([NH:11][C:12](=[O:21])[C:13]2[CH:18]=[CH:17][CH:16]=[C:15]([O:19][CH3:20])[CH:14]=2)=[CH:7][C:6]=1[C:22]1[N:26]([CH3:27])[N:25]=[CH:24][CH:23]=1)[C:36]([NH2:37])=[NH:35]. (10) Given the reactants [Cl:1][C:2]1[CH:3]=[C:4]2[C:9](=[CH:10][C:11]=1[O:12][C:13]1[CH:18]=[CH:17][C:16]([C:19](=[O:34])[NH:20][C:21]3[CH:26]=[CH:25][CH:24]=[C:23]([C:27]4[CH:32]=[CH:31][CH:30]=[CH:29][C:28]=4[Cl:33])[N:22]=3)=[CH:15][CH:14]=1)[O:8][CH2:7][CH2:6][CH:5]2[C:35]([O:37]CC)=[O:36].[OH-].[Na+], predict the reaction product. The product is: [Cl:1][C:2]1[CH:3]=[C:4]2[C:9](=[CH:10][C:11]=1[O:12][C:13]1[CH:14]=[CH:15][C:16]([C:19](=[O:34])[NH:20][C:21]3[CH:26]=[CH:25][CH:24]=[C:23]([C:27]4[CH:32]=[CH:31][CH:30]=[CH:29][C:28]=4[Cl:33])[N:22]=3)=[CH:17][CH:18]=1)[O:8][CH2:7][CH2:6][CH:5]2[C:35]([OH:37])=[O:36].